This data is from NCI-60 drug combinations with 297,098 pairs across 59 cell lines. The task is: Regression. Given two drug SMILES strings and cell line genomic features, predict the synergy score measuring deviation from expected non-interaction effect. (1) Drug 1: COC1=C(C=C2C(=C1)N=CN=C2NC3=CC(=C(C=C3)F)Cl)OCCCN4CCOCC4. Drug 2: CC(C)(C#N)C1=CC(=CC(=C1)CN2C=NC=N2)C(C)(C)C#N. Cell line: OVCAR-4. Synergy scores: CSS=14.9, Synergy_ZIP=2.42, Synergy_Bliss=-3.14, Synergy_Loewe=-1.38, Synergy_HSA=-1.43. (2) Drug 1: CC1C(C(CC(O1)OC2CC(OC(C2O)C)OC3=CC4=CC5=C(C(=O)C(C(C5)C(C(=O)C(C(C)O)O)OC)OC6CC(C(C(O6)C)O)OC7CC(C(C(O7)C)O)OC8CC(C(C(O8)C)O)(C)O)C(=C4C(=C3C)O)O)O)O. Drug 2: CCC1(CC2CC(C3=C(CCN(C2)C1)C4=CC=CC=C4N3)(C5=C(C=C6C(=C5)C78CCN9C7C(C=CC9)(C(C(C8N6C)(C(=O)OC)O)OC(=O)C)CC)OC)C(=O)OC)O.OS(=O)(=O)O. Cell line: NCI-H322M. Synergy scores: CSS=37.9, Synergy_ZIP=2.59, Synergy_Bliss=3.53, Synergy_Loewe=-0.871, Synergy_HSA=-0.615. (3) Drug 1: CC12CCC3C(C1CCC2=O)CC(=C)C4=CC(=O)C=CC34C. Drug 2: CC12CCC3C(C1CCC2O)C(CC4=C3C=CC(=C4)O)CCCCCCCCCS(=O)CCCC(C(F)(F)F)(F)F. Cell line: HCC-2998. Synergy scores: CSS=14.3, Synergy_ZIP=0.0652, Synergy_Bliss=-2.08, Synergy_Loewe=-4.36, Synergy_HSA=-4.32. (4) Drug 1: CC1=C(C=C(C=C1)C(=O)NC2=CC(=CC(=C2)C(F)(F)F)N3C=C(N=C3)C)NC4=NC=CC(=N4)C5=CN=CC=C5. Drug 2: C1=NNC2=C1C(=O)NC=N2. Cell line: UACC62. Synergy scores: CSS=5.51, Synergy_ZIP=-1.33, Synergy_Bliss=2.08, Synergy_Loewe=2.47, Synergy_HSA=2.48. (5) Drug 1: CC1=CC=C(C=C1)C2=CC(=NN2C3=CC=C(C=C3)S(=O)(=O)N)C(F)(F)F. Drug 2: CC=C1C(=O)NC(C(=O)OC2CC(=O)NC(C(=O)NC(CSSCCC=C2)C(=O)N1)C(C)C)C(C)C. Cell line: CAKI-1. Synergy scores: CSS=23.3, Synergy_ZIP=0.336, Synergy_Bliss=-2.20, Synergy_Loewe=-60.2, Synergy_HSA=-5.22. (6) Drug 1: C1=C(C(=O)NC(=O)N1)F. Drug 2: C1=CC(=CC=C1CCCC(=O)O)N(CCCl)CCCl. Cell line: NCI-H226. Synergy scores: CSS=28.3, Synergy_ZIP=4.48, Synergy_Bliss=7.06, Synergy_Loewe=8.04, Synergy_HSA=10.4. (7) Drug 1: C1C(C(OC1N2C=C(C(=O)NC2=O)F)CO)O. Drug 2: CC1C(C(CC(O1)OC2CC(CC3=C2C(=C4C(=C3O)C(=O)C5=CC=CC=C5C4=O)O)(C(=O)C)O)N)O. Cell line: SNB-19. Synergy scores: CSS=40.4, Synergy_ZIP=-7.68, Synergy_Bliss=-7.91, Synergy_Loewe=-3.47, Synergy_HSA=-0.693. (8) Drug 1: CC1=C(C=C(C=C1)C(=O)NC2=CC(=CC(=C2)C(F)(F)F)N3C=C(N=C3)C)NC4=NC=CC(=N4)C5=CN=CC=C5. Drug 2: CCN(CC)CCCC(C)NC1=C2C=C(C=CC2=NC3=C1C=CC(=C3)Cl)OC. Cell line: HL-60(TB). Synergy scores: CSS=40.5, Synergy_ZIP=-1.04, Synergy_Bliss=2.23, Synergy_Loewe=1.73, Synergy_HSA=6.14.